This data is from Forward reaction prediction with 1.9M reactions from USPTO patents (1976-2016). The task is: Predict the product of the given reaction. (1) Given the reactants [CH2:1]1[C:14]2[C:13]3[CH:12]=[CH:11][CH:10]=[CH:9][C:8]=3[NH:7][C:6]=2[CH:5]2[CH2:15][CH2:16][N:2]1[CH2:3][CH2:4]2.Br[C:18]1[CH:27]=[C:26]2[C:21]([N:22]=[CH:23][C:24](=[O:28])[NH:25]2)=[CH:20][CH:19]=1, predict the reaction product. The product is: [CH2:1]1[C:14]2[C:13]3[CH:12]=[CH:11][CH:10]=[CH:9][C:8]=3[N:7]([C:18]3[CH:27]=[C:26]4[C:21]([N:22]=[CH:23][C:24](=[O:28])[NH:25]4)=[CH:20][CH:19]=3)[C:6]=2[CH:5]2[CH2:4][CH2:3][N:2]1[CH2:16][CH2:15]2. (2) The product is: [NH2:1][C:2]1[C:11]2=[CH:12][N:13]([CH:15]3[C:22]4([CH3:23])[CH:18]([O:19][C:20](=[O:24])[O:21]4)[CH:17]([CH2:25][OH:26])[O:16]3)[N:14]=[C:9]3[C:10]2=[C:4]([C:5](=[O:44])[NH:6][N:7]=[CH:8]3)[CH:3]=1. Given the reactants [NH2:1][C:2]1[C:11]2=[CH:12][N:13]([CH:15]3[C:22]4([CH3:23])[CH:18]([O:19][C:20](=[O:24])[O:21]4)[CH:17]([C:25](C4C=CC=CC=4)(C4C=CC=CC=4)[O:26][SiH2]C(C)(C)C)[O:16]3)[N:14]=[C:9]3[C:10]2=[C:4]([C:5](=[O:44])[NH:6][N:7]=[CH:8]3)[CH:3]=1.CCCC[N+](CCCC)(CCCC)CCCC.[F-], predict the reaction product. (3) Given the reactants Br[C:2]1[CH:3]=[CH:4][C:5]2[N:6]([N:8]=[C:9]([NH:11][C:12](=[O:19])[C:13]3[CH:18]=[CH:17][CH:16]=[CH:15][CH:14]=3)[N:10]=2)[CH:7]=1.ClC1N2N=C(NC(=O)C3C=CC=CC=3)N=C2C=CC=1.[CH3:39][O:40][CH2:41][CH2:42][CH2:43][NH2:44], predict the reaction product. The product is: [CH3:39][O:40][CH2:41][CH2:42][CH2:43][NH:44][C:7]1[N:6]2[N:8]=[C:9]([NH:11][C:12](=[O:19])[C:13]3[CH:18]=[CH:17][CH:16]=[CH:15][CH:14]=3)[N:10]=[C:5]2[CH:4]=[CH:3][CH:2]=1. (4) The product is: [ClH:1].[NH2:14][C@@H:4]1[C:3](=[O:2])[N:9]2[CH2:10][CH2:11][CH2:12][CH2:13][C@@H:8]2[CH:7]=[CH:6][CH2:5]1. Given the reactants [ClH:1].[O:2]=[C:3]1[N:9]2[CH2:10][CH2:11][CH2:12][CH2:13][C@@H:8]2[CH:7]=[CH:6][CH2:5][C@@H:4]1[NH:14]C(=O)OC(C)(C)C, predict the reaction product. (5) Given the reactants Cl[CH2:2][C:3]1[S:4][CH:5]=[C:6]([C:8]2[CH:9]=[C:10]3[C:14](=[CH:15][CH:16]=2)[N:13]([CH3:17])[C:12]2[N:18]([CH3:31])[C:19](=[O:30])[C:20]([C:22]4[CH:27]=[CH:26][C:25]([Cl:28])=[CH:24][C:23]=4[Cl:29])=[CH:21][C:11]3=2)[N:7]=1.[NH:32]1[CH2:37][CH2:36][O:35][CH2:34][CH2:33]1, predict the reaction product. The product is: [Cl:29][C:23]1[CH:24]=[C:25]([Cl:28])[CH:26]=[CH:27][C:22]=1[C:20]1[C:19](=[O:30])[N:18]([CH3:31])[C:12]2[N:13]([CH3:17])[C:14]3[C:10]([C:11]=2[CH:21]=1)=[CH:9][C:8]([C:6]1[N:7]=[C:3]([CH2:2][N:32]2[CH2:37][CH2:36][O:35][CH2:34][CH2:33]2)[S:4][CH:5]=1)=[CH:16][CH:15]=3. (6) Given the reactants [Cl:1][C:2]1[CH:3]=[C:4]([C@@H:12]([CH2:26][CH:27]2[CH2:31][CH2:30][CH2:29][CH2:28]2)[C:13](NC2C=CN(CCC(O)=O)N=2)=[O:14])[CH:5]=[CH:6]C=1S(C)(=O)=O.C(Cl)(=O)C(Cl)=[O:34].[NH2:38][C:39]1[CH:43]=[CH:42][N:41]([CH2:44][C:45]([CH3:48])([OH:47])[CH3:46])[N:40]=1.N1C(C)=CC=CC=1C.[CH2:57]([Cl:59])Cl, predict the reaction product. The product is: [Cl:1][C:2]1[CH:3]=[C:4]([CH:12]([CH2:26][CH:27]2[CH2:31][CH2:30][CH2:29][CH2:28][O:34]2)[C:13]([NH:38][C:39]2[CH:43]=[CH:42][N:41]([CH2:44][C:45]([OH:47])([CH3:48])[CH3:46])[N:40]=2)=[O:14])[CH:5]=[CH:6][C:57]=1[Cl:59].